Dataset: Forward reaction prediction with 1.9M reactions from USPTO patents (1976-2016). Task: Predict the product of the given reaction. The product is: [Cl:1][C:2]1[CH:7]=[C:6]2[NH:8][C:9](=[O:32])[C:10]3([CH:15]([C:16]4[CH:21]=[C:20]([F:22])[CH:19]=[CH:18][C:17]=4[CH3:23])[CH2:14][C:13](=[O:24])[N:12]([CH2:46][CH2:45][CH2:44][Cl:43])[CH:11]3[C:25]3[CH:30]=[CH:29][CH:28]=[C:27]([Cl:31])[CH:26]=3)[C:5]2=[CH:4][CH:3]=1.[CH3:33][O:34][CH:35]([Si:37]([CH3:40])([CH3:39])[CH3:38])[CH3:36]. Given the reactants [Cl:1][C:2]1[CH:7]=[C:6]2[NH:8][C:9](=[O:32])[C:10]3([CH:15]([C:16]4[CH:21]=[C:20]([F:22])[CH:19]=[CH:18][C:17]=4[CH3:23])[CH2:14][C:13](=[O:24])[NH:12][CH:11]3[C:25]3[CH:30]=[CH:29][CH:28]=[C:27]([Cl:31])[CH:26]=3)[C:5]2=[CH:4][CH:3]=1.[CH3:33][O:34][CH:35]([Si:37]([CH3:40])([CH3:39])[CH3:38])[CH3:36].[H-].[Li+].[Cl:43][CH2:44][CH2:45][CH2:46]Br.O, predict the reaction product.